This data is from NCI-60 drug combinations with 297,098 pairs across 59 cell lines. The task is: Regression. Given two drug SMILES strings and cell line genomic features, predict the synergy score measuring deviation from expected non-interaction effect. (1) Drug 1: CC1=C(C(CCC1)(C)C)C=CC(=CC=CC(=CC(=O)O)C)C. Drug 2: CCC1(C2=C(COC1=O)C(=O)N3CC4=CC5=C(C=CC(=C5CN(C)C)O)N=C4C3=C2)O.Cl. Cell line: MDA-MB-435. Synergy scores: CSS=24.4, Synergy_ZIP=-5.23, Synergy_Bliss=2.34, Synergy_Loewe=-7.81, Synergy_HSA=2.56. (2) Drug 1: CN(C)N=NC1=C(NC=N1)C(=O)N. Drug 2: CC1CCCC2(C(O2)CC(NC(=O)CC(C(C(=O)C(C1O)C)(C)C)O)C(=CC3=CSC(=N3)C)C)C. Cell line: NCIH23. Synergy scores: CSS=0.411, Synergy_ZIP=-0.880, Synergy_Bliss=-3.33, Synergy_Loewe=-5.07, Synergy_HSA=-4.56. (3) Synergy scores: CSS=-2.69, Synergy_ZIP=0.582, Synergy_Bliss=-2.71, Synergy_Loewe=-3.15, Synergy_HSA=-6.25. Drug 1: CN(C)C1=NC(=NC(=N1)N(C)C)N(C)C. Cell line: MDA-MB-231. Drug 2: B(C(CC(C)C)NC(=O)C(CC1=CC=CC=C1)NC(=O)C2=NC=CN=C2)(O)O.